From a dataset of Peptide-MHC class I binding affinity with 185,985 pairs from IEDB/IMGT. Regression. Given a peptide amino acid sequence and an MHC pseudo amino acid sequence, predict their binding affinity value. This is MHC class I binding data. (1) The peptide sequence is TSTLQEQIAW. The MHC is HLA-A02:02 with pseudo-sequence HLA-A02:02. The binding affinity (normalized) is 0. (2) The peptide sequence is LEYGANYFL. The MHC is HLA-A31:01 with pseudo-sequence HLA-A31:01. The binding affinity (normalized) is 0.0847. (3) The peptide sequence is YRSDIVGTY. The MHC is HLA-A30:01 with pseudo-sequence HLA-A30:01. The binding affinity (normalized) is 0.0847. (4) The peptide sequence is AYIDNYNKL. The MHC is Patr-A0701 with pseudo-sequence Patr-A0701. The binding affinity (normalized) is 0.609. (5) The peptide sequence is YARNFLIPF. The MHC is HLA-C06:02 with pseudo-sequence HLA-C06:02. The binding affinity (normalized) is 0.338.